From a dataset of NCI-60 drug combinations with 297,098 pairs across 59 cell lines. Regression. Given two drug SMILES strings and cell line genomic features, predict the synergy score measuring deviation from expected non-interaction effect. (1) Drug 1: CC1OCC2C(O1)C(C(C(O2)OC3C4COC(=O)C4C(C5=CC6=C(C=C35)OCO6)C7=CC(=C(C(=C7)OC)O)OC)O)O. Drug 2: C1CN(CCN1C(=O)CCBr)C(=O)CCBr. Synergy scores: CSS=69.7, Synergy_ZIP=-4.13, Synergy_Bliss=-0.574, Synergy_Loewe=1.29, Synergy_HSA=4.24. Cell line: HCT116. (2) Drug 1: C1=NC(=NC(=O)N1C2C(C(C(O2)CO)O)O)N. Drug 2: C1=NNC2=C1C(=O)NC=N2. Cell line: HOP-62. Synergy scores: CSS=14.1, Synergy_ZIP=-6.79, Synergy_Bliss=4.07, Synergy_Loewe=-0.947, Synergy_HSA=3.66. (3) Drug 1: CC1=C(C=C(C=C1)NC(=O)C2=CC=C(C=C2)CN3CCN(CC3)C)NC4=NC=CC(=N4)C5=CN=CC=C5. Drug 2: C(CC(=O)O)C(=O)CN.Cl. Cell line: OVCAR-5. Synergy scores: CSS=4.14, Synergy_ZIP=-7.05, Synergy_Bliss=-1.80, Synergy_Loewe=-7.36, Synergy_HSA=-4.67. (4) Drug 1: CCCS(=O)(=O)NC1=C(C(=C(C=C1)F)C(=O)C2=CNC3=C2C=C(C=N3)C4=CC=C(C=C4)Cl)F. Drug 2: COCCOC1=C(C=C2C(=C1)C(=NC=N2)NC3=CC=CC(=C3)C#C)OCCOC.Cl. Cell line: BT-549. Synergy scores: CSS=1.12, Synergy_ZIP=1.39, Synergy_Bliss=5.51, Synergy_Loewe=2.78, Synergy_HSA=2.92. (5) Drug 1: C1=CN(C(=O)N=C1N)C2C(C(C(O2)CO)O)O.Cl. Drug 2: C1CC(=O)NC(=O)C1N2C(=O)C3=CC=CC=C3C2=O. Cell line: A549. Synergy scores: CSS=47.4, Synergy_ZIP=1.12, Synergy_Bliss=1.81, Synergy_Loewe=-37.9, Synergy_HSA=1.82. (6) Drug 1: CC=C1C(=O)NC(C(=O)OC2CC(=O)NC(C(=O)NC(CSSCCC=C2)C(=O)N1)C(C)C)C(C)C. Drug 2: CCC1(CC2CC(C3=C(CCN(C2)C1)C4=CC=CC=C4N3)(C5=C(C=C6C(=C5)C78CCN9C7C(C=CC9)(C(C(C8N6C)(C(=O)OC)O)OC(=O)C)CC)OC)C(=O)OC)O.OS(=O)(=O)O. Cell line: EKVX. Synergy scores: CSS=2.19, Synergy_ZIP=-1.85, Synergy_Bliss=-0.434, Synergy_Loewe=-4.36, Synergy_HSA=-2.17.